This data is from Forward reaction prediction with 1.9M reactions from USPTO patents (1976-2016). The task is: Predict the product of the given reaction. (1) Given the reactants C(O[C:4]([C:6]1[N:11]=[C:10]([C:12]2[O:13][CH:14]=[CH:15][CH:16]=2)[C:9]2[N:17]=[C:18]([C:20]3[CH:25]=[CH:24][CH:23]=[CH:22][CH:21]=3)[S:19][C:8]=2[C:7]=1[OH:26])=[O:5])C.[NH2:27][CH2:28][C:29]([OH:31])=[O:30], predict the reaction product. The product is: [O:13]1[CH:14]=[CH:15][CH:16]=[C:12]1[C:10]1[C:9]2[N:17]=[C:18]([C:20]3[CH:25]=[CH:24][CH:23]=[CH:22][CH:21]=3)[S:19][C:8]=2[C:7]([OH:26])=[C:6]([C:4]([NH:27][CH2:28][C:29]([OH:31])=[O:30])=[O:5])[N:11]=1. (2) The product is: [C:1]([O:5][C:6]([N:8]1[CH2:13][CH2:12][N:11]2[C:14](=[O:23])[N:15]([CH2:18][C:19]([F:21])([F:22])[F:20])[C:16](=[O:17])[C:10]2([CH2:40][C:35]2[CH:36]=[CH:37][CH:38]=[CH:39][N:34]=2)[CH2:9]1)=[O:7])([CH3:4])([CH3:2])[CH3:3]. Given the reactants [C:1]([O:5][C:6]([N:8]1[CH2:13][CH2:12][N:11]2[C:14](=[O:23])[N:15]([CH2:18][C:19]([F:22])([F:21])[F:20])[C:16](=[O:17])[CH:10]2[CH2:9]1)=[O:7])([CH3:4])([CH3:3])[CH3:2].C[Si]([N-][Si](C)(C)C)(C)C.[K+].[N:34]1[CH:39]=[CH:38][CH:37]=[CH:36][C:35]=1[CH2:40]Cl.Cl.C([O-])(O)=O.[Na+].N12CCN(CC1)CC2.C([O-])([O-])=O.[K+].[K+], predict the reaction product. (3) Given the reactants Cl.[CH3:2][C:3]1[C:4]([CH3:12])=[N:5][CH:6]=[C:7]([CH:11]=1)[C:8](Cl)=[O:9].[H-].[Na+].[CH2:15]([O:17][C:18](=[O:28])[CH:19]=[CH:20][NH:21][C:22]1[CH:27]=[CH:26][CH:25]=[CH:24][CH:23]=1)[CH3:16].O, predict the reaction product. The product is: [CH2:15]([O:17][C:18](=[O:28])[C:19]([C:8]([C:7]1[CH:6]=[N:5][C:4]([CH3:12])=[C:3]([CH3:2])[CH:11]=1)=[O:9])=[CH:20][NH:21][C:22]1[CH:27]=[CH:26][CH:25]=[CH:24][CH:23]=1)[CH3:16]. (4) Given the reactants [F:1][C:2]1[CH:7]=[C:6]([CH3:8])[CH:5]=[C:4](I)[C:3]=1[NH:10][C:11]([NH:13][CH:14]1[CH2:19][CH2:18][N:17]([C:20]([O:22][C:23]([CH3:26])([CH3:25])[CH3:24])=[O:21])[CH2:16][CH2:15]1)=[O:12], predict the reaction product. The product is: [F:1][C:2]1[C:3]2[NH:10][C:11](=[O:12])[N:13]([CH:14]3[CH2:19][CH2:18][N:17]([C:20]([O:22][C:23]([CH3:26])([CH3:25])[CH3:24])=[O:21])[CH2:16][CH2:15]3)[C:4]=2[CH:5]=[C:6]([CH3:8])[CH:7]=1. (5) The product is: [CH3:15][O:10][C:9](=[O:11])[CH2:8][O:7][C:6]1[CH:5]=[CH:4][C:3]([NH2:2])=[CH:13][CH:12]=1. Given the reactants Cl.[NH2:2][C:3]1[CH:13]=[CH:12][C:6]([O:7][CH2:8][C:9]([OH:11])=[O:10])=[CH:5][CH:4]=1.Cl.[CH3:15]O, predict the reaction product. (6) The product is: [Cl:39][Si:38]([C:10]1[C:11]2[C:32]3[C:27]4[C:26](=[CH:25][CH:24]=[C:23]5[C:28]=4[C:29]4[C:20](=[CH:19][CH:18]=[C:17]6[C:30]=4[C:31]=3[C:14](=[CH:13][CH:12]=2)[CH:15]=[CH:16]6)[CH:21]=[CH:22]5)[CH:9]=1)([Cl:41])[Cl:40]. Given the reactants C1C(=O)N(Cl)C(=O)C1.[CH:9]1[C:26]2[C:27]3[C:32]4[C:11](=[CH:12][CH:13]=[C:14]5[C:31]=4[C:30]4[C:17](=[CH:18][CH:19]=[C:20]6[C:29]=4[C:28]=3[C:23](=[CH:24][CH:25]=2)[CH:22]=[CH:21]6)[CH:16]=[CH:15]5)[CH:10]=1.[Li]CCCC.[Si:38](Cl)([Cl:41])([Cl:40])[Cl:39], predict the reaction product. (7) Given the reactants [CH2:1]([C:3]1[CH:8]=[CH:7][C:6]([N:9]=[C:10]=[S:11])=[CH:5][CH:4]=1)[CH3:2].[NH2:12][C:13]1[CH:18]=[C:17]([N+:19]([O-:21])=[O:20])[CH:16]=[CH:15][C:14]=1[OH:22], predict the reaction product. The product is: [CH2:1]([C:3]1[CH:8]=[CH:7][C:6]([NH:9][C:10]([NH:12][C:13]2[CH:18]=[C:17]([N+:19]([O-:21])=[O:20])[CH:16]=[CH:15][C:14]=2[OH:22])=[S:11])=[CH:5][CH:4]=1)[CH3:2]. (8) Given the reactants CS(O[CH2:6][C:7]1[O:11][C:10]([C:12]2[CH:17]=[CH:16][C:15]([F:18])=[CH:14][CH:13]=2)=[N:9][CH:8]=1)(=O)=O.[F:19][C:20]([F:36])([F:35])[CH2:21][NH:22][C:23]1[CH:30]=[CH:29][C:26]([C:27]#[N:28])=[C:25]([C:31]([F:34])([F:33])[F:32])[CH:24]=1.C([O-])([O-])=O.[Cs+].[Cs+], predict the reaction product. The product is: [F:18][C:15]1[CH:16]=[CH:17][C:12]([C:10]2[O:11][C:7]([CH2:6][N:22]([CH2:21][C:20]([F:19])([F:35])[F:36])[C:23]3[CH:30]=[CH:29][C:26]([C:27]#[N:28])=[C:25]([C:31]([F:32])([F:33])[F:34])[CH:24]=3)=[CH:8][N:9]=2)=[CH:13][CH:14]=1. (9) Given the reactants Br[C:2]1[CH:14]=[CH:13][C:12]([C:15]([F:18])([F:17])[F:16])=[CH:11][C:3]=1[O:4][C:5]1[N:10]=[CH:9][CH:8]=[CH:7][N:6]=1.CC1(C)C(C)(C)OB([C:27]2[CH:28]=[CH:29][C:30]([C:33]3[CH:34]=[N:35][C:36]([NH2:39])=[N:37][CH:38]=3)=[N:31][CH:32]=2)O1, predict the reaction product. The product is: [N:6]1[CH:7]=[CH:8][CH:9]=[N:10][C:5]=1[O:4][C:3]1[CH:11]=[C:12]([C:15]([F:18])([F:17])[F:16])[CH:13]=[CH:14][C:2]=1[C:27]1[CH:28]=[CH:29][C:30]([C:33]2[CH:38]=[N:37][C:36]([NH2:39])=[N:35][CH:34]=2)=[N:31][CH:32]=1. (10) Given the reactants [C:1]([N:8]1[C:16]2[C:11](=[CH:12][C:13]([C:17]#[N:18])=[CH:14][CH:15]=2)[CH:10]=[C:9]1B(O)O)([O:3][C:4]([CH3:7])([CH3:6])[CH3:5])=[O:2].Br[C:23]1[CH:24]=[N:25][CH:26]=[CH:27][CH:28]=1.C(=O)([O-])[O-].[Na+].[Na+], predict the reaction product. The product is: [C:4]([O:3][C:1]([N:8]1[C:16]2[C:11](=[CH:12][C:13]([C:17]#[N:18])=[CH:14][CH:15]=2)[CH:10]=[C:9]1[C:23]1[CH:24]=[N:25][CH:26]=[CH:27][CH:28]=1)=[O:2])([CH3:7])([CH3:6])[CH3:5].